This data is from Catalyst prediction with 721,799 reactions and 888 catalyst types from USPTO. The task is: Predict which catalyst facilitates the given reaction. Reactant: FC(F)(F)S(O[C:7]1[C:15]2[C:10](=[CH:11][N:12]=[CH:13][CH:14]=2)[O:9][C:8]=1[C:16]1[N:21]=[CH:20][CH:19]=[CH:18][N:17]=1)(=O)=O.[NH2:24][C:25]1[CH:33]=[CH:32][CH:31]=[C:30]2[C:26]=1[C:27]([CH2:41][CH3:42])=[N:28][N:29]2[C:34]([O:36][C:37]([CH3:40])([CH3:39])[CH3:38])=[O:35].CC1(C)C2C(=C(P(C3C=CC=CC=3)C3C=CC=CC=3)C=CC=2)OC2C(P(C3C=CC=CC=3)C3C=CC=CC=3)=CC=CC1=2.[O-]P([O-])([O-])=O.[K+].[K+].[K+]. Product: [CH2:41]([C:27]1[C:26]2[C:30](=[CH:31][CH:32]=[CH:33][C:25]=2[NH:24][C:7]2[C:15]3[C:10](=[CH:11][N:12]=[CH:13][CH:14]=3)[O:9][C:8]=2[C:16]2[N:21]=[CH:20][CH:19]=[CH:18][N:17]=2)[N:29]([C:34]([O:36][C:37]([CH3:38])([CH3:40])[CH3:39])=[O:35])[N:28]=1)[CH3:42]. The catalyst class is: 101.